From a dataset of Peptide-MHC class II binding affinity with 134,281 pairs from IEDB. Regression. Given a peptide amino acid sequence and an MHC pseudo amino acid sequence, predict their binding affinity value. This is MHC class II binding data. (1) The peptide sequence is TANVPPADKYKTLEA. The MHC is DRB1_1602 with pseudo-sequence DRB1_1602. The binding affinity (normalized) is 0.386. (2) The peptide sequence is AFISDGDNLFPKV. The MHC is DRB1_0401 with pseudo-sequence DRB1_0401. The binding affinity (normalized) is 0.814.